This data is from Forward reaction prediction with 1.9M reactions from USPTO patents (1976-2016). The task is: Predict the product of the given reaction. (1) Given the reactants [F:1][C:2]1[CH:3]=[C:4]([CH2:9][C:10]([OH:12])=[O:11])[CH:5]=[CH:6][C:7]=1[F:8].S(=O)(=O)(O)O.[CH3:18]O, predict the reaction product. The product is: [CH3:18][O:11][C:10](=[O:12])[CH2:9][C:4]1[CH:5]=[CH:6][C:7]([F:8])=[C:2]([F:1])[CH:3]=1. (2) The product is: [Br:1][C:2]1[CH:3]=[C:4]([C@:9]2([CH3:23])[CH2:14][CH2:13][S:12][C:11]([NH2:15])=[N:10]2)[CH:5]=[CH:6][C:7]=1[F:8]. Given the reactants [Br:1][C:2]1[CH:3]=[C:4]([C@:9]2([CH3:23])[CH2:14][CH2:13][S:12][C:11]([NH:15]C(=O)OC(C)(C)C)=[N:10]2)[CH:5]=[CH:6][C:7]=1[F:8].FC(F)(F)C(O)=O, predict the reaction product. (3) Given the reactants [C:1]([NH:4][C:5]1[C:10]2=[N:11][C:12]([C:24]([O:26][CH3:27])=[O:25])=[C:13]([O:16]CC3C=CC=CC=3)[C:14](=[O:15])[N:9]2[CH:8]=[C:7]([N:28]2[CH2:33][CH2:32][O:31][CH2:30][CH2:29]2)[CH:6]=1)(=[O:3])[CH3:2].Cl, predict the reaction product. The product is: [C:1]([NH:4][C:5]1[C:10]2=[N:11][C:12]([C:24]([O:26][CH3:27])=[O:25])=[C:13]([OH:16])[C:14](=[O:15])[N:9]2[CH:8]=[C:7]([N:28]2[CH2:33][CH2:32][O:31][CH2:30][CH2:29]2)[CH:6]=1)(=[O:3])[CH3:2]. (4) Given the reactants [H-].[Na+].[CH2:3]([O:5][C:6]([C:8]1[CH:13]=[CH:12][CH:11]=[C:10]([NH:14][C:15]([O:17][C:18]([CH3:21])([CH3:20])[CH3:19])=[O:16])[N:9]=1)=[O:7])[CH3:4].Br[CH2:23][C:24]([O:26][C:27]([CH3:30])([CH3:29])[CH3:28])=[O:25].[Cl-].[NH4+], predict the reaction product. The product is: [C:18]([O:17][C:15]([N:14]([CH2:23][C:24]([O:26][C:27]([CH3:30])([CH3:29])[CH3:28])=[O:25])[C:10]1[CH:11]=[CH:12][CH:13]=[C:8]([C:6]([O:5][CH2:3][CH3:4])=[O:7])[N:9]=1)=[O:16])([CH3:20])([CH3:19])[CH3:21].